From a dataset of Peptide-MHC class I binding affinity with 185,985 pairs from IEDB/IMGT. Regression. Given a peptide amino acid sequence and an MHC pseudo amino acid sequence, predict their binding affinity value. This is MHC class I binding data. (1) The peptide sequence is RLSQSGHML. The MHC is HLA-A25:01 with pseudo-sequence HLA-A25:01. The binding affinity (normalized) is 0.0847. (2) The peptide sequence is MLKLRVDVF. The MHC is HLA-A80:01 with pseudo-sequence HLA-A80:01. The binding affinity (normalized) is 0.0847. (3) The peptide sequence is AEMKTDAATL. The MHC is HLA-A11:01 with pseudo-sequence HLA-A11:01. The binding affinity (normalized) is 0. (4) The peptide sequence is DTVLFNAGL. The MHC is HLA-A26:01 with pseudo-sequence HLA-A26:01. The binding affinity (normalized) is 0.414. (5) The peptide sequence is VLADLGADV. The MHC is HLA-A02:01 with pseudo-sequence HLA-A02:01. The binding affinity (normalized) is 0.787. (6) The peptide sequence is YAAVVPLVY. The MHC is Mamu-A02 with pseudo-sequence Mamu-A02. The binding affinity (normalized) is 0.555.